From a dataset of Retrosynthesis with 50K atom-mapped reactions and 10 reaction types from USPTO. Predict the reactants needed to synthesize the given product. (1) The reactants are: Nc1ccc(NC(=O)C(=O)N2CCC(Cc3ccc(F)cc3)CC2)cc1.O=Cc1ccccc1. Given the product O=C(Nc1ccc(NCc2ccccc2)cc1)C(=O)N1CCC(Cc2ccc(F)cc2)CC1, predict the reactants needed to synthesize it. (2) Given the product CCc1cc2c(N3CCN(C(=O)c4cc(N(C)C)nc(N(C)C)n4)CC3)nc(SCC(=O)OC)nc2s1, predict the reactants needed to synthesize it. The reactants are: CCc1cc2c(N3CCNCC3)nc(SCC(=O)OC)nc2s1.CN(C)c1cc(C(=O)O)nc(N(C)C)n1. (3) Given the product COc1ccc(CNc2nc3ccc(Br)cc3cc2C=O)cc1, predict the reactants needed to synthesize it. The reactants are: COc1ccc(CN)cc1.O=Cc1cc2cc(Br)ccc2nc1Cl. (4) Given the product CC(C)(C)CC1NC(C(=O)Nc2ccn(C[C@@H]3COC(C)(C)O3)n2)C(c2cccc(Cl)c2)C1(C#N)c1ccc(Cl)cc1, predict the reactants needed to synthesize it. The reactants are: CC(C)(C)CC1NC(C(=O)O)C(c2cccc(Cl)c2)C1(C#N)c1ccc(Cl)cc1.CC1(C)OCC(Cn2ccc(N)n2)O1. (5) The reactants are: CS(=O)(=O)OC[C@H]1CCC(=O)O1.Fc1ccc(Nc2ncnc3cc(OCCN4CCNCC4)c(OC4CCCC4)cc23)cc1Cl. Given the product O=C1CC[C@H](CN2CCN(CCOc3cc4ncnc(Nc5ccc(F)c(Cl)c5)c4cc3OC3CCCC3)CC2)O1, predict the reactants needed to synthesize it. (6) Given the product CON=C1CCNC1, predict the reactants needed to synthesize it. The reactants are: CON=C1CCN(C(=O)OC(C)(C)C)C1. (7) The reactants are: COCCCOc1cc(C[C@@H](C[C@H]2[C@H](C[C@H](C(=O)NCC(C)(C)C(N)=O)C(C)C)OCN2C(=O)OCCl)C(C)C)ccc1OC.Cc1cccnc1C(=O)O. Given the product COCCCOc1cc(C[C@@H](C[C@H]2[C@H](C[C@H](C(=O)NCC(C)(C)C(N)=O)C(C)C)OCN2C(=O)OCOC(=O)c2ncccc2C)C(C)C)ccc1OC, predict the reactants needed to synthesize it. (8) Given the product COc1ncccc1CN, predict the reactants needed to synthesize it. The reactants are: COc1ncccc1C=O.[BH3-]C#N.